From a dataset of Reaction yield outcomes from USPTO patents with 853,638 reactions. Predict the reaction yield, written as a fraction of the theoretical maximum amount of product (1.0 means a 100% yield; for example, 0.34 means a 34% yield). (1) The reactants are S(Cl)([Cl:4])(=O)=O.[OH:6][C:7]1[CH:8]=[C:9]2[C:14](=[CH:15][CH:16]=1)[CH:13]=[N:12][CH:11]=[CH:10]2. The catalyst is ClCCl.C(OCC)C. The product is [Cl:4][C:8]1[C:7]([OH:6])=[CH:16][CH:15]=[C:14]2[C:9]=1[CH:10]=[CH:11][N:12]=[CH:13]2. The yield is 0.890. (2) The reactants are [OH:1][CH:2]([CH2:23][NH:24][C:25]1[CH:30]=[CH:29][CH:28]=[C:27]([O:31][CH3:32])[CH:26]=1)[CH2:3][N:4]1[C:12]2[CH:11]=[CH:10][C:9]([CH3:13])=[CH:8][C:7]=2[C:6]2[CH2:14][N:15]([C:18](OCC)=O)[CH2:16][CH2:17][C:5]1=2.[H-].[H-].[H-].[H-].[Li+].[Al+3].CO. The catalyst is C1COCC1. The product is [CH3:18][N:15]1[CH2:16][CH2:17][C:5]2[N:4]([CH2:3][CH:2]([OH:1])[CH2:23][NH:24][C:25]3[CH:30]=[CH:29][CH:28]=[C:27]([O:31][CH3:32])[CH:26]=3)[C:12]3[CH:11]=[CH:10][C:9]([CH3:13])=[CH:8][C:7]=3[C:6]=2[CH2:14]1. The yield is 0.0500. (3) The reactants are F[C:2]1[CH:3]=[CH:4][C:5]([N+:9]([O-:11])=[O:10])=[C:6]([OH:8])[CH:7]=1.[NH:12]1[CH2:17][CH2:16][O:15][CH2:14][CH2:13]1. The catalyst is C(#N)C.O. The product is [N:12]1([C:2]2[CH:3]=[CH:4][C:5]([N+:9]([O-:11])=[O:10])=[C:6]([OH:8])[CH:7]=2)[CH2:17][CH2:16][O:15][CH2:14][CH2:13]1. The yield is 0.870. (4) The yield is 0.747. The reactants are C(N(CC)C(C)C)(C)C.[NH2:10][C@H:11]([CH2:15][OH:16])[CH:12]([CH3:14])[CH3:13].[O:17]1[CH:21]=[CH:20][CH:19]=[C:18]1[C:22]1[O:26][C:25](=[O:27])[C:24]2([CH2:32][CH2:31][CH2:30][CH2:29][CH2:28]2)[N:23]=1. The catalyst is C(Cl)Cl.C1(C)C=CC=CC=1. The product is [O:17]1[CH:21]=[CH:20][CH:19]=[C:18]1[C:22]([NH:23][C:24]1([C:25]([NH:10][C@H:11]([CH2:15][OH:16])[CH:12]([CH3:14])[CH3:13])=[O:27])[CH2:32][CH2:31][CH2:30][CH2:29][CH2:28]1)=[O:26]. (5) The reactants are [CH3:1][O:2][C:3](=[O:31])[NH:4][CH:5]([C:9]([N:11]1[CH:18]([C:19]2[NH:20][C:21]([C:24]3[CH:29]=[CH:28][C:27](Br)=[CH:26][CH:25]=3)=[CH:22][N:23]=2)[CH2:17][C:13]2([CH2:16][CH2:15][CH2:14]2)[O:12]1)=[O:10])[CH:6]([CH3:8])[CH3:7].[B:32]1([B:32]2[O:36][C:35]([CH3:38])([CH3:37])[C:34]([CH3:40])([CH3:39])[O:33]2)[O:36][C:35]([CH3:38])([CH3:37])[C:34]([CH3:40])([CH3:39])[O:33]1.C([O-])(=O)C.[K+]. The catalyst is O1CCOCC1.C1C=CC(P(C2C=CC=CC=2)[C-]2C=CC=C2)=CC=1.C1C=CC(P(C2C=CC=CC=2)[C-]2C=CC=C2)=CC=1.Cl[Pd]Cl.[Fe+2]. The product is [CH3:1][O:2][C:3](=[O:31])[NH:4][CH:5]([C:9]([N:11]1[CH:18]([C:19]2[NH:20][C:21]([C:24]3[CH:29]=[CH:28][C:27]([B:32]4[O:36][C:35]([CH3:38])([CH3:37])[C:34]([CH3:40])([CH3:39])[O:33]4)=[CH:26][CH:25]=3)=[CH:22][N:23]=2)[CH2:17][C:13]2([CH2:16][CH2:15][CH2:14]2)[O:12]1)=[O:10])[CH:6]([CH3:8])[CH3:7]. The yield is 0.870. (6) The reactants are [CH:1]1[C:6]([CH:7]=O)=[CH:5][C:4]2[O:9][CH2:10][O:11][C:3]=2[CH:2]=1.[Br:12][C:13]1[C:21]([CH2:22]Br)=[CH:20][C:16]2[O:17][CH2:18][O:19][C:15]=2[CH:14]=1.C1([SiH2]C2C=CC=CC=2)C=CC=CC=1.C(=O)([O-])OC(C)(C)C.[Na+]. The catalyst is C1(C)C=CC=CC=1. The product is [O:11]1[C:3]2[CH:2]=[CH:1][C:6]([CH:7]=[CH:22][C:21]3[C:13]([Br:12])=[CH:14][C:15]4[O:19][CH2:18][O:17][C:16]=4[CH:20]=3)=[CH:5][C:4]=2[O:9][CH2:10]1. The yield is 0.720. (7) The reactants are [I:1]NC(=O)CCC(N)=O.Cl.[CH3:11][O:12][C:13]1[CH:14]=[C:15]([CH2:21][C@H:22]([NH2:27])[C:23]([O:25][CH3:26])=[O:24])[CH:16]=[CH:17][C:18]=1[O:19][CH3:20].FC(F)(F)C(O)=O. The catalyst is C(#N)C. The product is [I:1][C:16]1[CH:17]=[C:18]([O:19][CH3:20])[C:13]([O:12][CH3:11])=[CH:14][C:15]=1[CH2:21][C@H:22]([NH2:27])[C:23]([O:25][CH3:26])=[O:24]. The yield is 0.980. (8) The reactants are C([N:8]1[CH:12]=[CH:11][N:10]=[C:9]1[CH:13]1[NH:25][C:23]2[C:24]3[C:15](=[N:16][NH:17][C:18](=[O:26])[C:19]=3[CH:20]=[CH:21][CH:22]=2)[CH:14]1[C:27]1[CH:32]=[CH:31][C:30]([F:33])=[CH:29][CH:28]=1)C1C=CC=CC=1. The catalyst is CO.[OH-].[Pd+2].[OH-]. The product is [F:33][C:30]1[CH:29]=[CH:28][C:27]([CH:14]2[C:15]3=[N:16][NH:17][C:18](=[O:26])[C:19]4[CH:20]=[CH:21][CH:22]=[C:23]([C:24]=43)[NH:25][CH:13]2[C:9]2[NH:8][CH:12]=[CH:11][N:10]=2)=[CH:32][CH:31]=1. The yield is 0.940. (9) The yield is 0.960. The reactants are [Br:1][C:2]1[C:3]([C:13]2[S:14][CH:15]=[CH:16][N:17]=2)=[N:4][N:5]([CH3:12])[C:6]=1[CH:7](OC)[O:8]C.Cl.[OH-].[Na+]. The catalyst is O1CCCC1. The product is [Br:1][C:2]1[C:3]([C:13]2[S:14][CH:15]=[CH:16][N:17]=2)=[N:4][N:5]([CH3:12])[C:6]=1[CH:7]=[O:8]. (10) The reactants are [F:1][C:2]1[CH:3]=[C:4]([C:9](=O)[CH2:10][C:11](=O)[C:12]([F:15])([F:14])[F:13])[CH:5]=[CH:6][C:7]=1[F:8].[NH2:18][C:19]1[C:23]([C:24]#[N:25])=[CH:22][NH:21][N:20]=1. No catalyst specified. The product is [F:1][C:2]1[CH:3]=[C:4]([C:9]2[CH:10]=[C:11]([C:12]([F:15])([F:14])[F:13])[N:20]3[N:21]=[CH:22][C:23]([C:24]#[N:25])=[C:19]3[N:18]=2)[CH:5]=[CH:6][C:7]=1[F:8]. The yield is 0.420.